This data is from Forward reaction prediction with 1.9M reactions from USPTO patents (1976-2016). The task is: Predict the product of the given reaction. (1) Given the reactants [CH:1]1([CH2:4][N:5]2[C:14]([C:15]([O:17][CH2:18][CH3:19])=[O:16])=[C:13]([OH:20])[C:12]3[C:7](=[CH:8][CH:9]=[C:10]([F:21])[CH:11]=3)[C:6]2=[O:22])[CH2:3][CH2:2]1.[CH2:23](O)[CH2:24][CH2:25][CH3:26].C(P(CCCC)CCCC)CCC.N(C(N1CCCCC1)=O)=NC(N1CCCCC1)=O, predict the reaction product. The product is: [CH2:23]([O:20][C:13]1[C:12]2[C:7](=[CH:8][CH:9]=[C:10]([F:21])[CH:11]=2)[C:6](=[O:22])[N:5]([CH2:4][CH:1]2[CH2:3][CH2:2]2)[C:14]=1[C:15]([O:17][CH2:18][CH3:19])=[O:16])[CH2:24][CH2:25][CH3:26]. (2) Given the reactants [CH3:1][O:2][C:3]1[CH:4]=[C:5]([C:13]2O[C:16](=[O:18])[NH:15][N:14]=2)[CH:6]=[C:7]([O:11][CH3:12])[C:8]=1[O:9][CH3:10].[NH2:19][NH2:20], predict the reaction product. The product is: [NH2:19][N:20]1[C:13]([C:5]2[CH:4]=[C:3]([O:2][CH3:1])[C:8]([O:9][CH3:10])=[C:7]([O:11][CH3:12])[CH:6]=2)=[N:14][N:15]=[C:16]1[OH:18].